Dataset: Acute oral toxicity (LD50) regression data from Zhu et al.. Task: Regression/Classification. Given a drug SMILES string, predict its toxicity properties. Task type varies by dataset: regression for continuous values (e.g., LD50, hERG inhibition percentage) or binary classification for toxic/non-toxic outcomes (e.g., AMES mutagenicity, cardiotoxicity, hepatotoxicity). Dataset: ld50_zhu. (1) The drug is COc1cc(Cc2cnc(N)nc2N)cc(OC)c1N(C)C. The rat oral LD50 is 2.33, given as -log10 of the dose in mol/kg body weight (higher means more acutely toxic). (2) The molecule is CN(c1ccc(Cl)cc1Cl)c1c([N+](=O)[O-])cc([N+](=O)[O-])cc1C(F)(F)F. The rat oral LD50 is 4.96, given as -log10 of the dose in mol/kg body weight (higher means more acutely toxic). (3) The drug is COc1cc(Cc2cnc(N)nc2N)cc(OC)c1OC. The rat oral LD50 is 3.16, given as -log10 of the dose in mol/kg body weight (higher means more acutely toxic). (4) The drug is c1cc(OCC2CO2)cc(OCC2CO2)c1. The rat oral LD50 is 1.94, given as -log10 of the dose in mol/kg body weight (higher means more acutely toxic).